Dataset: Full USPTO retrosynthesis dataset with 1.9M reactions from patents (1976-2016). Task: Predict the reactants needed to synthesize the given product. (1) The reactants are: Cl.[NH2:2][OH:3].[OH-].[Na+].[C:6]([Si:10]([CH3:17])([CH3:16])[O:11][CH2:12][CH2:13][CH:14]=O)([CH3:9])([CH3:8])[CH3:7]. Given the product [C:6]([Si:10]([CH3:17])([CH3:16])[O:11][CH2:12][CH2:13][CH:14]=[N:2][OH:3])([CH3:9])([CH3:8])[CH3:7], predict the reactants needed to synthesize it. (2) Given the product [CH2:1]([O:8][C:9]([NH:10][C:11]1[CH:16]=[CH:15][C:14]([C:17]2[CH2:22][CH2:21][CH:20]([O:23][S:34]([CH3:33])(=[O:36])=[O:35])[CH2:19][CH:18]=2)=[CH:13][C:12]=1[F:24])=[O:25])[C:2]1[CH:3]=[CH:4][CH:5]=[CH:6][CH:7]=1, predict the reactants needed to synthesize it. The reactants are: [CH2:1]([O:8][C:9](=[O:25])[NH:10][C:11]1[CH:16]=[CH:15][C:14]([C:17]2[CH2:22][CH2:21][CH:20]([OH:23])[CH2:19][CH:18]=2)=[CH:13][C:12]=1[F:24])[C:2]1[CH:7]=[CH:6][CH:5]=[CH:4][CH:3]=1.CCN(CC)CC.[CH3:33][S:34](Cl)(=[O:36])=[O:35].CCOC(C)=O. (3) Given the product [ClH:56].[ClH:56].[F:22][C:12]1[CH:13]=[N:14][C:15]2[CH:16]=[CH:17][C:18](=[O:21])[N:19]3[CH:9]([CH2:8][N:5]4[CH2:6][CH2:7][CH:2]([NH:1][CH2:34][C:32]5[CH:31]=[CH:30][C:27]6[O:28][CH2:29][C:24](=[O:23])[NH:25][C:26]=6[N:33]=5)[CH2:3][CH2:4]4)[CH2:10][C:11]=1[C:20]=23, predict the reactants needed to synthesize it. The reactants are: [NH2:1][CH:2]1[CH2:7][CH2:6][N:5]([CH2:8][CH:9]2[N:19]3[C:20]4[C:11](=[C:12]([F:22])[CH:13]=[N:14][C:15]=4[CH:16]=[CH:17][C:18]3=[O:21])[CH2:10]2)[CH2:4][CH2:3]1.[O:23]=[C:24]1[CH2:29][O:28][C:27]2[CH:30]=[CH:31][C:32]([CH:34]=O)=[N:33][C:26]=2[NH:25]1.C(O[BH-](OC(=O)C)OC(=O)C)(=O)C.[Na+].C(=O)(O)[O-].[Na+].C(Cl)(Cl)[Cl:56].CO. (4) Given the product [Br:1][C:2]1[C:3]([Cl:30])=[N:4][C:5]([CH:8]([N:10]2[CH2:15][CH2:14][N:13]([S:16]([C:19]3[CH:24]=[CH:23][C:22]([O:25][CH3:26])=[CH:21][CH:20]=3)(=[O:18])=[O:17])[CH2:12][CH2:11]2)[CH3:9])=[N:6][CH:7]=1, predict the reactants needed to synthesize it. The reactants are: [Br:1][C:2]1[C:3](=O)[NH:4][C:5]([CH:8]([N:10]2[CH2:15][CH2:14][N:13]([S:16]([C:19]3[CH:24]=[CH:23][C:22]([O:25][CH3:26])=[CH:21][CH:20]=3)(=[O:18])=[O:17])[CH2:12][CH2:11]2)[CH3:9])=[N:6][CH:7]=1.P(Cl)(Cl)([Cl:30])=O.